Dataset: Catalyst prediction with 721,799 reactions and 888 catalyst types from USPTO. Task: Predict which catalyst facilitates the given reaction. (1) Reactant: Br[CH2:2][C:3]([C:5]1[S:9][C:8]([CH3:10])=[N:7][C:6]=1[CH3:11])=O.Br.[CH3:13][O:14][C:15]1[CH:20]=[CH:19][N:18]=[CH:17][C:16]=1[NH:21][C:22]([NH2:24])=[S:23].CCO. Product: [CH3:13][O:14][C:15]1[CH:20]=[CH:19][N:18]=[CH:17][C:16]=1[NH:21][C:22]1[S:23][CH:2]=[C:3]([C:5]2[S:9][C:8]([CH3:10])=[N:7][C:6]=2[CH3:11])[N:24]=1. The catalyst class is: 250. (2) Reactant: [CH3:1][C:2]([CH3:22])([O:4][C:5]([NH:7][C@H:8]([CH2:13][C:14]1[CH:19]=[C:18]([F:20])[CH:17]=[CH:16][C:15]=1[F:21])[CH2:9][C:10]([OH:12])=O)=[O:6])[CH3:3].[CH3:23][CH2:24][N:25](C(C)C)[CH:26](C)[CH3:27].C1C=C[C:35]2[N:40](O)N=[N:38][C:36]=2C=1.CN(C(ON1N=NC2C=CC=NC1=2)=[N+](C)C)C.F[P-](F)(F)(F)(F)F. Product: [CH3:22][C:2]([CH3:1])([O:4][C:5]([NH:7][C@H:8]([CH2:13][C:14]1[CH:19]=[C:18]([F:20])[CH:17]=[CH:16][C:15]=1[F:21])[CH2:9][C:10]([N:25]1[CH2:26][CH2:27][N:40]2[CH:35]=[CH:36][N:38]=[C:23]2[CH2:24]1)=[O:12])=[O:6])[CH3:3]. The catalyst class is: 3.